From a dataset of Full USPTO retrosynthesis dataset with 1.9M reactions from patents (1976-2016). Predict the reactants needed to synthesize the given product. (1) Given the product [Cl:29][CH2:28][CH2:27][CH2:26][CH2:25][CH2:24][C:13]1([C:16]([O:18][C:19]([CH3:22])([CH3:21])[CH3:20])=[O:17])[CH2:15][CH2:14]1, predict the reactants needed to synthesize it. The reactants are: [Li]CCCC.N(C(C)C)C(C)C.[CH:13]1([C:16]([O:18][C:19]([CH3:22])([CH3:21])[CH3:20])=[O:17])[CH2:15][CH2:14]1.Br[CH2:24][CH2:25][CH2:26][CH2:27][CH2:28][Cl:29].Cl. (2) Given the product [CH:12]([C:5]1[C:6]2[C:11](=[CH:10][CH:9]=[CH:8][CH:7]=2)[C:2]([O:1][C:15]2[CH:20]=[CH:19][C:18]([C:21]#[N:22])=[CH:17][N:16]=2)=[CH:3][CH:4]=1)=[O:13], predict the reactants needed to synthesize it. The reactants are: [OH:1][C:2]1[C:11]2[C:6](=[CH:7][CH:8]=[CH:9][CH:10]=2)[C:5]([CH:12]=[O:13])=[CH:4][CH:3]=1.Cl[C:15]1[CH:20]=[CH:19][C:18]([C:21]#[N:22])=[CH:17][N:16]=1.C([O-])([O-])=O.[K+].[K+].O.